Predict which catalyst facilitates the given reaction. From a dataset of Catalyst prediction with 721,799 reactions and 888 catalyst types from USPTO. (1) The catalyst class is: 5. Product: [Cl:12][C:10]1[CH:11]=[C:6](/[CH:5]=[CH:4]/[C:3]([OH:14])=[O:2])[CH:7]=[N:8][C:9]=1[Cl:13]. Reactant: C[O:2][C:3](=[O:14])/[CH:4]=[CH:5]/[C:6]1[CH:7]=[N:8][C:9]([Cl:13])=[C:10]([Cl:12])[CH:11]=1.[OH-].[Na+]. (2) Reactant: [CH3:1][C:2]1[CH:7]=[CH:6][C:5]([CH3:8])=[CH:4][C:3]=1B(O)O.[CH3:12][C:13]1[CH:18]=[CH:17][N:16]=[C:15](Br)[CH:14]=1.[O-]P([O-])([O-])=O.[K+].[K+].[K+].O. Product: [CH3:1][C:2]1[CH:7]=[CH:6][C:5]([CH3:8])=[CH:4][C:3]=1[C:15]1[CH:14]=[C:13]([CH3:12])[CH:18]=[CH:17][N:16]=1. The catalyst class is: 176. (3) Product: [Cl:5][C:6]1[CH:7]=[CH:8][C:9]([C:12]2[N:16]([C:17]3[CH:22]=[CH:21][C:20]([Cl:23])=[CH:19][C:18]=3[Cl:24])[N:15]=[C:14]([C:25]([Cl:3])=[O:27])[C:13]=2[CH3:28])=[CH:10][CH:11]=1. The catalyst class is: 11. Reactant: S(Cl)([Cl:3])=O.[Cl:5][C:6]1[CH:11]=[CH:10][C:9]([C:12]2[N:16]([C:17]3[CH:22]=[CH:21][C:20]([Cl:23])=[CH:19][C:18]=3[Cl:24])[N:15]=[C:14]([C:25]([OH:27])=O)[C:13]=2[CH3:28])=[CH:8][CH:7]=1.